Dataset: Forward reaction prediction with 1.9M reactions from USPTO patents (1976-2016). Task: Predict the product of the given reaction. Given the reactants Cl.[F:2][C:3]1[CH:8]=[CH:7][CH:6]=[CH:5][C:4]=1[C@@H:9]([NH2:14])[CH2:10][CH:11]([CH3:13])[CH3:12].[I:15][C:16]1[C:24]2[C:19](=[CH:20][CH:21]=[C:22]([C:25](O)=[O:26])[CH:23]=2)[NH:18][N:17]=1.CN(C(ON1N=NC2C=CC=CC1=2)=[N+](C)C)C.[B-](F)(F)(F)F.CCN(C(C)C)C(C)C, predict the reaction product. The product is: [F:2][C:3]1[CH:8]=[CH:7][CH:6]=[CH:5][C:4]=1[C@@H:9]([NH:14][C:25]([C:22]1[CH:23]=[C:24]2[C:19](=[CH:20][CH:21]=1)[NH:18][N:17]=[C:16]2[I:15])=[O:26])[CH2:10][CH:11]([CH3:12])[CH3:13].